This data is from Reaction yield outcomes from USPTO patents with 853,638 reactions. The task is: Predict the reaction yield, written as a fraction of the theoretical maximum amount of product (1.0 means a 100% yield; for example, 0.34 means a 34% yield). (1) The reactants are Cl[C:2]1[S:3][C:4]2[CH:10]=[C:9]([N+:11]([O-:13])=[O:12])[CH:8]=[CH:7][C:5]=2[N:6]=1.[C:14]([O:18][C:19]([N:21]1[CH2:25][CH2:24][CH:23]([CH2:26][NH2:27])[CH2:22]1)=[O:20])([CH3:17])([CH3:16])[CH3:15].C(N(CC)CC)C.Cl. The catalyst is C1COCC1. The product is [C:14]([O:18][C:19]([N:21]1[CH2:25][CH2:24][CH:23]([CH2:26][NH:27][C:2]2[S:3][C:4]3[CH:10]=[C:9]([N+:11]([O-:13])=[O:12])[CH:8]=[CH:7][C:5]=3[N:6]=2)[CH2:22]1)=[O:20])([CH3:17])([CH3:16])[CH3:15]. The yield is 0.570. (2) The reactants are C[C:2]1([C:17]2[CH:22]=[CH:21][C:20]([CH:23]([CH3:25])[CH3:24])=[CH:19][CH:18]=2)[C:6]2[C:7]([CH3:14])=[C:8]([OH:13])[C:9]([CH3:12])=[C:10]([CH3:11])[C:5]=2[O:4][C:3]1([CH3:16])[CH3:15].Br[CH2:27][C:28]1[CH:37]=[CH:36][C:31]([C:32]([O:34][CH3:35])=[O:33])=[C:30](C)[CH:29]=1. No catalyst specified. The product is [CH:23]([C:20]1[CH:21]=[CH:22][C:17]([CH:2]2[C:6]3[C:7]([CH3:14])=[C:8]([O:13][CH2:27][C:28]4[CH:29]=[CH:30][C:31]([C:32]([O:34][CH3:35])=[O:33])=[CH:36][CH:37]=4)[C:9]([CH3:12])=[C:10]([CH3:11])[C:5]=3[O:4][C:3]2([CH3:16])[CH3:15])=[CH:18][CH:19]=1)([CH3:25])[CH3:24]. The yield is 0.820.